This data is from Full USPTO retrosynthesis dataset with 1.9M reactions from patents (1976-2016). The task is: Predict the reactants needed to synthesize the given product. (1) Given the product [CH:1]1([CH2:6][C@H:7]([NH:29][C:30]([C:32]2[O:33][C:34]([C:40]3[CH:41]=[CH:42][CH:43]=[CH:44][C:39]=3[Cl:38])=[CH:35][CH:36]=2)=[O:31])[C:8](=[O:28])[NH:9][C@H:10]2[CH2:16][CH2:15][C@@H:14]([CH3:17])[N:13]([S:18]([C:21]3[CH:26]=[CH:25][CH:24]=[CH:23][N:22]=3)(=[O:20])=[O:19])[CH2:12][C:11]2=[O:27])[CH2:5][CH2:4][CH2:3][CH2:2]1, predict the reactants needed to synthesize it. The reactants are: [CH:1]1([CH2:6][C@H:7]([NH:29][C:30]([C:32]2[O:33][C:34](Br)=[CH:35][CH:36]=2)=[O:31])[C:8](=[O:28])[NH:9][C@H:10]2[CH2:16][CH2:15][C@@H:14]([CH3:17])[N:13]([S:18]([C:21]3[CH:26]=[CH:25][CH:24]=[CH:23][N:22]=3)(=[O:20])=[O:19])[CH2:12][C:11]2=[O:27])[CH2:5][CH2:4][CH2:3][CH2:2]1.[Cl:38][C:39]1[CH:44]=[CH:43][CH:42]=[CH:41][C:40]=1B(O)O.C(=O)([O-])[O-].[K+].[K+].CC(OI1(OC(C)=O)(OC(C)=O)OC(=O)C2C=CC=CC1=2)=O. (2) Given the product [F:42][CH:2]([F:1])[C:3]1[CH:12]=[C:11]2[C:6]([CH2:7][CH2:8][CH2:9][N:10]2[C:13]2[C:17]3[CH2:18][N:19]([C:22]([NH:52][CH3:50])=[O:23])[CH2:20][CH2:21][C:16]=3[N:15]([C@H:29]3[CH2:35][CH2:34][CH2:33][O:32][CH2:31][CH2:30]3)[N:14]=2)=[CH:5][C:4]=1[C:36]1[CH:37]=[N:38][N:39]([CH3:41])[CH:40]=1.[F:42][CH:2]([F:1])[C:3]1[CH:12]=[C:11]2[C:6]([CH2:7][CH2:8][CH2:9][N:10]2[C:13]2[C:64]3[CH2:65][N:61]([C:59]([NH:58][CH3:57])=[O:60])[CH2:62][CH2:17][C:16]=3[N:15]([C@@H:29]3[CH2:35][CH2:34][CH2:33][O:32][CH2:31][CH2:30]3)[N:14]=2)=[CH:5][C:4]=1[C:36]1[CH:37]=[N:38][N:39]([CH3:41])[CH:40]=1, predict the reactants needed to synthesize it. The reactants are: [F:1][CH:2]([F:42])[C:3]1[CH:12]=[C:11]2[C:6]([CH2:7][CH2:8][CH2:9][N:10]2[C:13]2[C:17]3[CH2:18][N:19]([C:22](OC(C)(C)C)=[O:23])[CH2:20][CH2:21][C:16]=3[N:15]([CH:29]3[CH2:35][CH2:34][CH2:33][O:32][CH2:31][CH2:30]3)[N:14]=2)=[CH:5][C:4]=1[C:36]1[CH:37]=[N:38][N:39]([CH3:41])[CH:40]=1.FC(F)(F)C(O)=O.[CH2:50]([N:52](CC)CC)C.[CH3:57][NH:58][C:59]([N:61]1[CH:65]=[CH:64]N=[CH:62]1)=[O:60]. (3) Given the product [F:1][C:2]1[CH:7]=[CH:6][C:5]([CH3:8])=[CH:4][C:3]=1[NH:9][C:10](=[O:11])[C:12]1[CH:32]=[CH:31][CH:30]=[C:14]([O:15][C:16]2[CH:21]=[CH:20][N:19]=[C:18]([C:22]3[NH:26][CH:25]=[C:24]([C:27]([N:66]4[CH2:70][CH2:69][CH:68]([OH:71])[CH2:67]4)=[O:28])[CH:23]=3)[CH:17]=2)[CH:13]=1, predict the reactants needed to synthesize it. The reactants are: [F:1][C:2]1[CH:7]=[CH:6][C:5]([CH3:8])=[CH:4][C:3]=1[NH:9][C:10]([C:12]1[CH:13]=[C:14]([CH:30]=[CH:31][CH:32]=1)[O:15][C:16]1[CH:21]=[CH:20][N:19]=[C:18]([C:22]2[NH:26][CH:25]=[C:24]([C:27](O)=[O:28])[CH:23]=2)[CH:17]=1)=[O:11].CN(C(ON1N=NC2C=CC=NC1=2)=[N+](C)C)C.F[P-](F)(F)(F)(F)F.C(N(CC)C(C)C)(C)C.[NH:66]1[CH2:70][CH2:69][C@H:68]([OH:71])[CH2:67]1. (4) Given the product [CH3:25][C:23]1([CH2:26][OH:27])[CH2:22][O:21][C:20]([C:17]2[CH:18]=[N:19][C:14]([O:10][CH2:9][CH2:8][CH2:7][N:3]3[CH2:4][CH2:5][CH2:6][CH:2]3[CH3:1])=[CH:15][CH:16]=2)=[N:24]1, predict the reactants needed to synthesize it. The reactants are: [CH3:1][CH:2]1[CH2:6][CH2:5][CH2:4][N:3]1[CH2:7][CH2:8][CH2:9][OH:10].[H-].[Na+].Cl[C:14]1[N:19]=[CH:18][C:17]([C:20]2[O:21][CH2:22][C:23]([CH2:26][OH:27])([CH3:25])[N:24]=2)=[CH:16][CH:15]=1.